Dataset: Full USPTO retrosynthesis dataset with 1.9M reactions from patents (1976-2016). Task: Predict the reactants needed to synthesize the given product. The reactants are: [Cl:1][C:2]1[CH:3]=[CH:4][C:5]([CH2:8][O:9][C:10]2[CH:15]=[CH:14][NH:13][C:12](=[O:16])[CH:11]=2)=[N:6][CH:7]=1.Br[C:18]1[CH:19]=[CH:20][C:21]2[C:22]3[CH2:31][N:30]([C:32]([O:34][C:35]([CH3:38])([CH3:37])[CH3:36])=[O:33])[CH2:29][CH2:28][C:23]=3[N:24]([CH3:27])[C:25]=2[CH:26]=1. Given the product [Cl:1][C:2]1[CH:3]=[CH:4][C:5]([CH2:8][O:9][C:10]2[CH:15]=[CH:14][N:13]([C:18]3[CH:19]=[CH:20][C:21]4[C:22]5[CH2:31][N:30]([C:32]([O:34][C:35]([CH3:38])([CH3:37])[CH3:36])=[O:33])[CH2:29][CH2:28][C:23]=5[N:24]([CH3:27])[C:25]=4[CH:26]=3)[C:12](=[O:16])[CH:11]=2)=[N:6][CH:7]=1, predict the reactants needed to synthesize it.